This data is from Full USPTO retrosynthesis dataset with 1.9M reactions from patents (1976-2016). The task is: Predict the reactants needed to synthesize the given product. (1) Given the product [OH:12][C:8](=[C:2]([C:1]#[N:5])[C:3]#[N:4])[CH:9]([CH3:11])[CH3:10], predict the reactants needed to synthesize it. The reactants are: [C:1](#[N:5])[CH2:2][C:3]#[N:4].[H-].[Na+].[C:8](Cl)(=[O:12])[CH:9]([CH3:11])[CH3:10]. (2) The reactants are: CS([O:5][C:6]1[C:26](=[O:27])[N:10]2[CH2:11][CH:12]3[CH2:17][CH2:16][C:15]([NH:18][C:19](=[O:25])[C:20]([N:22]([CH3:24])[CH3:23])=[O:21])([C:9]2=[N:8][C:7]=1[C:28](=[O:38])[NH:29][CH2:30][C:31]1[CH:36]=[CH:35][C:34]([F:37])=[CH:33][CH:32]=1)[CH2:14][CH2:13]3)(=O)=O.[OH-].[Na+]. Given the product [F:37][C:34]1[CH:33]=[CH:32][C:31]([CH2:30][NH:29][C:28]([C:7]2[N:8]=[C:9]3[C:15]4([NH:18][C:19](=[O:25])[C:20]([N:22]([CH3:24])[CH3:23])=[O:21])[CH2:16][CH2:17][CH:12]([CH2:13][CH2:14]4)[CH2:11][N:10]3[C:26](=[O:27])[C:6]=2[OH:5])=[O:38])=[CH:36][CH:35]=1, predict the reactants needed to synthesize it. (3) Given the product [F:9][C:3]1[CH:4]=[CH:5][C:6]([F:8])=[CH:7][C:2]=1[CH2:13][C@H:12]([OH:14])[CH3:16], predict the reactants needed to synthesize it. The reactants are: Br[C:2]1[CH:7]=[C:6]([F:8])[CH:5]=[CH:4][C:3]=1[F:9].N#N.[CH2:12]([OH:14])[CH3:13].[Li][CH:16](CC)C.C1CCCCC1.B(F)(F)F.C(OCC)C. (4) Given the product [CH:13]([C:12]1[C:4]2[C:3](=[C:2]([CH3:1])[CH:7]=[CH:6][C:5]=2[CH3:8])[N:9]=[C:10]([OH:17])[CH:11]=1)([CH3:15])[CH3:14], predict the reactants needed to synthesize it. The reactants are: [CH3:1][C:2]1[CH:7]=[CH:6][C:5]([CH3:8])=[CH:4][C:3]=1[NH:9][C:10](=[O:17])[CH2:11][C:12](=O)[CH:13]([CH3:15])[CH3:14].OS(O)(=O)=O. (5) Given the product [CH2:5]([N:8]([CH2:3][CH2:2][C:1]#[N:4])[CH2:3][CH2:2][C:1]#[N:4])[CH2:6][N:7]([CH2:3][CH2:2][C:1]#[N:4])[CH2:3][CH2:2][C:1]#[N:4], predict the reactants needed to synthesize it. The reactants are: [C:1](#[N:4])[CH:2]=[CH2:3].[CH2:5]([NH2:8])[CH2:6][NH2:7]. (6) Given the product [OH:31][C:28]1[CH:29]=[CH:30][C:25]([CH2:11][CH2:12][NH:8][C:1]([NH:3][NH:14][C:13]([O:17][C:18]([CH3:21])([CH3:20])[CH3:19])=[O:16])=[O:2])=[CH:26][CH:27]=1, predict the reactants needed to synthesize it. The reactants are: [C:1]([N:8]1[CH:12]=[CH:11]N=C1)([N:3]1C=CN=C1)=[O:2].[C:13]([O:17][C:18]([CH3:21])([CH3:20])[CH3:19])(=[O:16])[NH:14]N.NCC[C:25]1[CH:30]=[CH:29][C:28]([OH:31])=[CH:27][CH:26]=1.O. (7) Given the product [Cl:20][C:21]1[CH:22]=[C:23]([C:28]([F:29])([F:30])[F:31])[CH:24]=[CH:25][C:26]=1[O:1][C:2]1[CH:7]=[C:6]([O:8][CH2:9][CH2:10][O:11][CH3:12])[CH:5]=[CH:4][C:3]=1/[CH:13]=[CH:14]/[C:15]([O:17][CH2:18][CH3:19])=[O:16], predict the reactants needed to synthesize it. The reactants are: [OH:1][C:2]1[CH:7]=[C:6]([O:8][CH2:9][CH2:10][O:11][CH3:12])[CH:5]=[CH:4][C:3]=1/[CH:13]=[CH:14]/[C:15]([O:17][CH2:18][CH3:19])=[O:16].[Cl:20][C:21]1[CH:22]=[C:23]([C:28]([F:31])([F:30])[F:29])[CH:24]=[CH:25][C:26]=1F.C(=O)([O-])[O-].[K+].[K+].O.